This data is from Reaction yield outcomes from USPTO patents with 853,638 reactions. The task is: Predict the reaction yield, written as a fraction of the theoretical maximum amount of product (1.0 means a 100% yield; for example, 0.34 means a 34% yield). (1) The yield is 0.875. The catalyst is O. The product is [F:23][P-:24]([F:29])([F:28])([F:27])([F:26])[F:25].[CH3:6][O:7][C:8]1[CH:13]=[C:12]([NH:14][C:15]2[CH:20]=[CH:19][CH:18]=[CH:17][CH:16]=2)[CH:11]=[CH:10][C:9]=1[N+:21]#[N:22]. The reactants are S([O-])(O)(=O)=O.[CH3:6][O:7][C:8]1[CH:13]=[C:12]([NH:14][C:15]2[CH:20]=[CH:19][CH:18]=[CH:17][CH:16]=2)[CH:11]=[CH:10][C:9]=1[N+:21]#[N:22].[F:23][P-:24]([F:29])([F:28])([F:27])([F:26])[F:25].[K+]. (2) The reactants are [C:1]([NH:5][C:6]1[CH:11]=[CH:10][C:9]([N+:12]([O-:14])=[O:13])=[CH:8][CH:7]=1)([CH3:4])([CH3:3])[CH3:2].[Br:15]Br. The catalyst is CC(O)=O. The product is [Br:15][C:11]1[CH:10]=[C:9]([N+:12]([O-:14])=[O:13])[CH:8]=[CH:7][C:6]=1[NH:5][C:1]([CH3:4])([CH3:2])[CH3:3]. The yield is 0.430. (3) The reactants are [CH3:1][O:2][CH2:3][N:4]1[C:13]2[CH:14]=[CH:15][C:16]([CH2:18]C(=O)C)=[CH:17][C:12]=2[C:11]2[N:10]=[CH:9][CH:8]=[CH:7][C:6]=2[C:5]1=[O:22].[O:23]1CC[CH2:25][CH2:24]1.CSC.B. The catalyst is O1CCCC1. The product is [OH:23][CH2:24][CH2:25][CH2:18][C:16]1[CH:15]=[CH:14][C:13]2[N:4]([CH2:3][O:2][CH3:1])[C:5](=[O:22])[C:6]3[CH:7]=[CH:8][CH:9]=[N:10][C:11]=3[C:12]=2[CH:17]=1. The yield is 0.750. (4) The reactants are [CH2:1]([O:8][C:9](=[O:52])[NH:10][CH:11]([CH2:40][C:41]1[CH:46]=[CH:45][C:44]([O:47][C:48]([CH3:51])([CH3:50])[CH3:49])=[CH:43][CH:42]=1)[CH:12]([OH:39])[CH:13]([OH:38])[CH:14]([NH:27][C:28]([O:30][CH2:31][C:32]1[CH:37]=[CH:36][CH:35]=[CH:34][CH:33]=1)=[O:29])[CH2:15][C:16]1[CH:21]=[CH:20][C:19]([O:22][C:23]([CH3:26])([CH3:25])[CH3:24])=[CH:18][CH:17]=1)[C:2]1[CH:7]=[CH:6][CH:5]=[CH:4][CH:3]=1.CO[C:55](OC)([CH3:57])[CH3:56].C1(C)C=CC(S([O-])(=O)=O)=CC=1.[NH+]1C=CC=CC=1. The catalyst is CC(C)=O. The product is [CH2:1]([O:8][C:9](=[O:52])[NH:10][CH:11]([CH:12]1[CH:13]([CH:14]([NH:27][C:28]([O:30][CH2:31][C:32]2[CH:37]=[CH:36][CH:35]=[CH:34][CH:33]=2)=[O:29])[CH2:15][C:16]2[CH:21]=[CH:20][C:19]([O:22][C:23]([CH3:26])([CH3:25])[CH3:24])=[CH:18][CH:17]=2)[O:38][C:55]([CH3:57])([CH3:56])[O:39]1)[CH2:40][C:41]1[CH:46]=[CH:45][C:44]([O:47][C:48]([CH3:51])([CH3:50])[CH3:49])=[CH:43][CH:42]=1)[C:2]1[CH:7]=[CH:6][CH:5]=[CH:4][CH:3]=1. The yield is 0.920. (5) The reactants are [Cl:1][C:2]1[CH:7]=[CH:6][C:5]([N+:8]([O-])=O)=[CH:4][C:3]=1[OH:11]. The catalyst is C(OCC)(=O)C.[Pt]. The product is [Cl:1][C:2]1[CH:7]=[CH:6][C:5]([NH2:8])=[CH:4][C:3]=1[OH:11]. The yield is 0.980. (6) The reactants are [OH:1][C:2]1([CH2:20][CH2:21]O)[CH2:7][CH2:6][N:5]([C:8]2[CH:15]=[CH:14][C:11]([C:12]#[N:13])=[C:10]([C:16]([F:19])([F:18])[F:17])[CH:9]=2)[CH2:4][CH2:3]1.C(=O)([O-])[O-].[K+].[K+].C1(P(C2C=CC=CC=2)C2C=CC=CC=2)C=CC=CC=1.C(Br)(Br)(Br)[Br:49]. The catalyst is ClCCl. The product is [Br:49][CH2:21][CH2:20][C:2]1([OH:1])[CH2:7][CH2:6][N:5]([C:8]2[CH:15]=[CH:14][C:11]([C:12]#[N:13])=[C:10]([C:16]([F:19])([F:18])[F:17])[CH:9]=2)[CH2:4][CH2:3]1. The yield is 0.570. (7) The reactants are [CH3:1][O:2][C:3]([C:5]1([C:8]2[CH:13]=[C:12]([I:14])[C:11]([OH:15])=[C:10]([I:16])[CH:9]=2)[CH2:7][CH2:6]1)=[O:4].Cl[CH2:18][C:19]([CH3:21])=[CH2:20].C([O-])([O-])=O.[K+].[K+]. The catalyst is CC(C)=O.[Na+].[I-]. The product is [CH3:1][O:2][C:3]([C:5]1([C:8]2[CH:9]=[C:10]([I:16])[C:11]([O:15][CH2:20][C:19]([CH3:21])=[CH2:18])=[C:12]([I:14])[CH:13]=2)[CH2:7][CH2:6]1)=[O:4]. The yield is 0.970. (8) The reactants are [CH2:1]([O:3][C:4]([C@@H:6]1[C@H:8]([C:9]2[CH:14]=[CH:13][CH:12]=[CH:11][CH:10]=2)[C@H:7]1[C:15]1[CH:20]=[CH:19][CH:18]=[C:17](Br)[CH:16]=1)=[O:5])[CH3:2].[CH3:22]B1OB(C)OB(C)O1.C(=O)([O-])[O-].[Cs+].[Cs+]. The catalyst is O1CCOCC1.O.C1C=CC([P]([Pd]([P](C2C=CC=CC=2)(C2C=CC=CC=2)C2C=CC=CC=2)([P](C2C=CC=CC=2)(C2C=CC=CC=2)C2C=CC=CC=2)[P](C2C=CC=CC=2)(C2C=CC=CC=2)C2C=CC=CC=2)(C2C=CC=CC=2)C2C=CC=CC=2)=CC=1. The product is [CH2:1]([O:3][C:4]([C@H:6]1[C@H:7]([C:15]2[CH:16]=[C:17]([CH3:22])[CH:18]=[CH:19][CH:20]=2)[C@H:8]1[C:9]1[CH:14]=[CH:13][CH:12]=[CH:11][CH:10]=1)=[O:5])[CH3:2]. The yield is 0.730.